Dataset: Full USPTO retrosynthesis dataset with 1.9M reactions from patents (1976-2016). Task: Predict the reactants needed to synthesize the given product. (1) Given the product [CH:1]1([C:4]2[N:5]=[CH:6][C:7]([NH2:11])=[C:8]([CH3:10])[CH:9]=2)[CH2:3][CH2:2]1, predict the reactants needed to synthesize it. The reactants are: [CH:1]1([C:4]2[CH:9]=[C:8]([CH3:10])[C:7]([N+:11]([O-])=O)=[CH:6][N:5]=2)[CH2:3][CH2:2]1.Cl.C([O-])(O)=O.[Na+]. (2) Given the product [F:18][C:13]([F:17])([CH:14]([F:16])[F:15])[CH2:12][O:11][C:8]1[CH:9]=[CH:10][C:5]([C:3]([OH:4])=[O:2])=[N:6][CH:7]=1, predict the reactants needed to synthesize it. The reactants are: C[O:2][C:3]([C:5]1[CH:10]=[CH:9][C:8]([O:11][CH2:12][C:13]([F:18])([F:17])[CH:14]([F:16])[F:15])=[CH:7][N:6]=1)=[O:4].[OH-].[Li+]. (3) Given the product [Br:1][C:2]1[C:3]([C@@H:10]([NH:20][C:21](=[O:39])[CH2:22][N:23]2[C:31]3[C:30]([F:32])([F:33])[C@@H:29]4[CH2:28][C@@H:27]4[C:26]=3[C:25]([C:36]([F:40])([F:38])[F:37])=[N:24]2)[CH2:11][C:12]2[CH:17]=[C:16]([F:18])[CH:15]=[C:14]([F:19])[CH:13]=2)=[N:4][C:5]([S:8][CH3:9])=[N:6][CH:7]=1, predict the reactants needed to synthesize it. The reactants are: [Br:1][C:2]1[C:3]([C@@H:10]([NH:20][C:21](=[O:39])[CH2:22][N:23]2[C:31]3[C:30]([F:33])([F:32])[CH2:29][CH2:28][C:27](F)(F)[C:26]=3[C:25]([CH:36]([F:38])[F:37])=[N:24]2)[CH2:11][C:12]2[CH:17]=[C:16]([F:18])[CH:15]=[C:14]([F:19])[CH:13]=2)=[N:4][C:5]([S:8][CH3:9])=[N:6][CH:7]=1.[F:40]C1(F)C2N(CC(O)=O)N=C(C(F)(F)F)C=2[C@H]2C[C@@H]12.Cl.BrC1C([C@@H](N)CC2C=C(F)C=C(F)C=2)=NC(SC)=NC=1. (4) Given the product [Cl:1][C:2]1[CH:3]=[CH:4][C:5]([S:8]([NH:11][CH2:12][CH2:13][C:14]2[CH:19]=[CH:18][CH:17]=[C:16]([CH2:20][CH:21]3[CH2:25][C:24]([OH:26])=[C:23]([CH2:31][CH3:32])[C:22]3=[O:33])[CH:15]=2)(=[O:10])=[O:9])=[CH:6][CH:7]=1, predict the reactants needed to synthesize it. The reactants are: [Cl:1][C:2]1[CH:7]=[CH:6][C:5]([S:8]([NH:11][CH2:12][CH2:13][C:14]2[CH:19]=[CH:18][CH:17]=[C:16]([CH2:20][CH:21]3[CH2:25][C:24]([O:26]CC(C)C)=[C:23]([CH2:31][CH3:32])[C:22]3=[O:33])[CH:15]=2)(=[O:10])=[O:9])=[CH:4][CH:3]=1.Cl. (5) Given the product [CH2:25]([O:24][C:22]([N:20]1[CH2:21][C:18]([CH2:32][C:33]([OH:35])=[O:34])([NH:17][C:15]([C:13]2[CH:12]=[CH:11][C:10]([N:38]3[CH2:41][C:40]([F:43])([F:42])[CH2:39]3)=[C:9]([O:8][CH2:7][CH:4]3[CH2:6][CH2:5]3)[N:14]=2)=[O:16])[CH2:19]1)=[O:23])[C:26]1[CH:27]=[CH:28][CH:29]=[CH:30][CH:31]=1, predict the reactants needed to synthesize it. The reactants are: O.[OH-].[Li+].[CH:4]1([CH2:7][O:8][C:9]2[N:14]=[C:13]([C:15]([NH:17][C:18]3([CH2:32][C:33]([O:35]CC)=[O:34])[CH2:21][N:20]([C:22]([O:24][CH2:25][C:26]4[CH:31]=[CH:30][CH:29]=[CH:28][CH:27]=4)=[O:23])[CH2:19]3)=[O:16])[CH:12]=[CH:11][C:10]=2[N:38]2[CH2:41][C:40]([F:43])([F:42])[CH2:39]2)[CH2:6][CH2:5]1. (6) Given the product [F:1][C:2]1[CH:7]=[CH:6][C:5]([CH3:8])=[CH:4][C:3]=1[NH:9][C:10]([NH:12][C:13]1[CH:14]=[CH:15][C:16]([O:17][C:18]2[CH:23]=[CH:22][N:21]=[C:20]([C:24]3[NH:28][CH:27]=[C:26]([C:29]([NH:31][CH2:32][CH2:33][CH2:34][N:38]4[CH2:43][CH2:42][CH2:41][CH:40]([CH2:44][OH:45])[CH2:39]4)=[O:30])[CH:25]=3)[CH:19]=2)=[CH:36][CH:37]=1)=[O:11], predict the reactants needed to synthesize it. The reactants are: [F:1][C:2]1[CH:7]=[CH:6][C:5]([CH3:8])=[CH:4][C:3]=1[NH:9][C:10]([NH:12][C:13]1[CH:37]=[CH:36][C:16]([O:17][C:18]2[CH:23]=[CH:22][N:21]=[C:20]([C:24]3[NH:28][CH:27]=[C:26]([C:29]([NH:31][CH2:32][CH2:33][CH:34]=O)=[O:30])[CH:25]=3)[CH:19]=2)=[CH:15][CH:14]=1)=[O:11].[NH:38]1[CH2:43][CH2:42][CH2:41][CH:40]([CH2:44][OH:45])[CH2:39]1.C(O)(=O)C.C([BH3-])#N.[Na+].C1COCC1.